Dataset: Forward reaction prediction with 1.9M reactions from USPTO patents (1976-2016). Task: Predict the product of the given reaction. (1) Given the reactants [NH2:1][C@H:2]([CH2:8][C:9]1[CH:14]=[C:13]([F:15])[C:12]([F:16])=[CH:11][C:10]=1[F:17])[CH2:3][C:4]([O:6]C)=[O:5].[OH-].[Li+].[C:20](O[C:20]([O:21][C:22]([CH3:25])([CH3:24])[CH3:23])=[O:26])(=[O:26])[O:21][C:22]([CH3:25])([CH3:24])[CH3:23].OS([O-])(=O)=O.[Na+], predict the reaction product. The product is: [C:22]([O:21][C:20]([NH:1][C@H:2]([CH2:8][C:9]1[CH:14]=[C:13]([F:15])[C:12]([F:16])=[CH:11][C:10]=1[F:17])[CH2:3][C:4]([OH:6])=[O:5])=[O:26])([CH3:25])([CH3:24])[CH3:23]. (2) Given the reactants [NH2:1][C:2]1[CH:10]=[C:9]([O:11][CH3:12])[C:8]([O:13][CH3:14])=[CH:7][C:3]=1[C:4](O)=[O:5].[CH:15]([NH2:17])=O, predict the reaction product. The product is: [CH3:14][O:13][C:8]1[CH:7]=[C:3]2[C:2](=[CH:10][C:9]=1[O:11][CH3:12])[N:1]=[CH:15][NH:17][C:4]2=[O:5].